From a dataset of Aqueous solubility values for 9,982 compounds from the AqSolDB database. Regression/Classification. Given a drug SMILES string, predict its absorption, distribution, metabolism, or excretion properties. Task type varies by dataset: regression for continuous measurements (e.g., permeability, clearance, half-life) or binary classification for categorical outcomes (e.g., BBB penetration, CYP inhibition). For this dataset (solubility_aqsoldb), we predict Y. (1) The compound is C=CC(=C)C. The Y is -2.03 log mol/L. (2) The compound is CNc1ccc(O)cc1.CNc1ccc(O)cc1.O=S(=O)(O)O. The Y is -0.838 log mol/L. (3) The drug is O=C(Cc1ccccc1)OCCc1ccccc1. The Y is -4.19 log mol/L. (4) The compound is O=C([O-])[O-].O=C([O-])[O-].OO.OO.OO.[Na+].[Na+].[Na+].[Na+]. The Y is -0.309 log mol/L.